Dataset: Catalyst prediction with 721,799 reactions and 888 catalyst types from USPTO. Task: Predict which catalyst facilitates the given reaction. (1) Reactant: [CH2:1]([C:6]([CH:11]([CH3:13])[CH3:12])([CH2:9][OH:10])[CH2:7][OH:8])[CH2:2][CH:3]([CH3:5])[CH3:4].[O:14]1[CH2:18][CH2:17][CH2:16][CH2:15]1.N1[CH:24]=[CH:23][CH:22]=[CH:21][CH:20]=1.[C:25](Cl)(=[O:34])[CH:26]=[CH:27][C:28]1[CH:33]=[CH:32][CH:31]=[CH:30][CH:29]=1. Product: [C:18]([O:8][CH2:7][C:6]([CH2:1][CH2:2][CH:3]([CH3:5])[CH3:4])([CH:11]([CH3:13])[CH3:12])[CH2:9][O:10][C:25](=[O:34])[CH:26]=[CH:27][C:28]1[CH:33]=[CH:32][CH:31]=[CH:30][CH:29]=1)(=[O:14])[CH:17]=[CH:16][C:15]1[CH:24]=[CH:23][CH:22]=[CH:21][CH:20]=1. The catalyst class is: 6. (2) Reactant: [CH3:1][O:2][C:3]1[CH:8]=[C:7]([C:9]([F:12])([F:11])[F:10])[CH:6]=[C:5]([C:13]([F:16])([F:15])[F:14])[CH:4]=1.[Li]CCCC.[C:22](=[O:24])=[O:23]. Product: [CH3:1][O:2][C:3]1[CH:4]=[C:5]([C:13]([F:14])([F:15])[F:16])[CH:6]=[C:7]([C:9]([F:10])([F:11])[F:12])[C:8]=1[C:22]([OH:24])=[O:23]. The catalyst class is: 28. (3) Reactant: C[O:2][C:3](=O)[C:4]1[CH:9]=[CH:8][C:7]([C:10]#[N:11])=[CH:6][CH:5]=1.Cl.[NH2:14][OH:15].[C:16]([O-])(O)=O.[Na+].[OH2:21]. Product: [CH3:16][O:21][C:3](=[O:2])[C:4]1[CH:9]=[CH:8][C:7]([C:10](=[NH:11])[NH:14][OH:15])=[CH:6][CH:5]=1. The catalyst class is: 5. (4) Reactant: [CH2:1]([C:3]1[C:4]([NH:20][C@H:21]2[C@@H:25]([O:26][CH2:27][CH3:28])[CH2:24][N:23](C(OCC3C=CC=CC=3)=O)[CH2:22]2)=[N:5][C:6]([CH2:18][CH3:19])=[C:7]([C:9]2[C:10]([CH3:17])=[N:11][C:12]([O:15][CH3:16])=[CH:13][CH:14]=2)[N:8]=1)[CH3:2].C1CC=CCC=1. Product: [CH2:27]([O:26][C@H:25]1[CH2:24][NH:23][CH2:22][C@H:21]1[NH:20][C:4]1[C:3]([CH2:1][CH3:2])=[N:8][C:7]([C:9]2[C:10]([CH3:17])=[N:11][C:12]([O:15][CH3:16])=[CH:13][CH:14]=2)=[C:6]([CH2:18][CH3:19])[N:5]=1)[CH3:28]. The catalyst class is: 29. (5) Reactant: Cl[C:2]1[N:7]=[C:6]([N:8]2[CH2:13][CH2:12][O:11][CH2:10][CH2:9]2)[CH:5]=[C:4]([C:14]2[CH:15]=[N:16][N:17]([CH3:19])[CH:18]=2)[N:3]=1.[CH3:20][O:21][C:22]([C:24]1([C:28]2[CH:33]=[CH:32][C:31]([NH2:34])=[CH:30][CH:29]=2)[CH2:27][CH2:26][CH2:25]1)=[O:23]. Product: [CH3:20][O:21][C:22]([C:24]1([C:28]2[CH:29]=[CH:30][C:31]([NH:34][C:2]3[N:3]=[C:4]([C:14]4[CH:15]=[N:16][N:17]([CH3:19])[CH:18]=4)[CH:5]=[C:6]([N:8]4[CH2:13][CH2:12][O:11][CH2:10][CH2:9]4)[N:7]=3)=[CH:32][CH:33]=2)[CH2:25][CH2:26][CH2:27]1)=[O:23]. The catalyst class is: 51. (6) Reactant: [H-].[Na+].[Br:3][C:4]1[CH:9]=[CH:8][C:7]([C:10]2[NH:14][C:13]([CH2:15][C:16]3[CH:21]=[CH:20][CH:19]=[C:18]([Cl:22])[CH:17]=3)=[N:12][N:11]=2)=[CH:6][CH:5]=1.[CH2:23](Cl)[O:24][CH3:25]. Product: [Br:3][C:4]1[CH:9]=[CH:8][C:7]([C:10]2[N:14]([CH2:23][O:24][CH3:25])[C:13]([CH2:15][C:16]3[CH:21]=[CH:20][CH:19]=[C:18]([Cl:22])[CH:17]=3)=[N:12][N:11]=2)=[CH:6][CH:5]=1.[Br:3][C:4]1[CH:9]=[CH:8][C:7]([C:10]2[N:11]([CH2:23][O:24][CH3:25])[N:12]=[C:13]([CH2:15][C:16]3[CH:21]=[CH:20][CH:19]=[C:18]([Cl:22])[CH:17]=3)[N:14]=2)=[CH:6][CH:5]=1. The catalyst class is: 49. (7) Reactant: [CH3:1][C:2]1[CH:3]=[CH:4][CH:5]=[CH:6][C:7]=1[NH2:8].CCN(CC)CC.[CH3:16][C:17]([CH3:22])([CH3:21])[C:18](Cl)=[O:19]. Product: [C:2]1([CH3:1])[CH:3]=[CH:4][CH:5]=[CH:6][C:7]=1[NH:8][C:18](=[O:19])[C:17]([CH3:22])([CH3:21])[CH3:16]. The catalyst class is: 2. (8) Reactant: [F:1][C:2]1[CH:7]=[CH:6][C:5]([F:8])=[CH:4][C:3]=1[C@H:9]1[CH2:13][CH2:12][CH2:11][N:10]1[C:14]1[CH:19]=[CH:18][N:17]2[N:20]=[CH:21][C:22]([NH2:23])=[C:16]2[N:15]=1.[OH:24][C:25]([CH3:30])([CH3:29])[C:26](O)=[O:27].CN(C(ON1N=NC2C=CC=NC1=2)=[N+](C)C)C.F[P-](F)(F)(F)(F)F.CCN(C(C)C)C(C)C. Product: [F:1][C:2]1[CH:7]=[CH:6][C:5]([F:8])=[CH:4][C:3]=1[C@H:9]1[CH2:13][CH2:12][CH2:11][N:10]1[C:14]1[CH:19]=[CH:18][N:17]2[N:20]=[CH:21][C:22]([NH:23][C:26](=[O:27])[C:25]([OH:24])([CH3:30])[CH3:29])=[C:16]2[N:15]=1. The catalyst class is: 10.